From a dataset of Full USPTO retrosynthesis dataset with 1.9M reactions from patents (1976-2016). Predict the reactants needed to synthesize the given product. (1) Given the product [CH:28]1([N:27]([CH2:26][C:24]2[S:23][CH:22]=[C:21]([C:18]3[CH:19]=[C:20]4[C:15](=[C:16]([C:35]([NH2:37])=[O:36])[CH:17]=3)[NH:14][CH:13]=[C:12]4[CH:9]3[CH2:10][CH2:11][N:6]([S:3]([CH2:1][CH3:2])(=[O:5])=[O:4])[CH2:7][CH2:8]3)[CH:25]=2)[CH3:31])[CH2:29][CH2:30][CH2:34][CH2:33][CH2:32]1, predict the reactants needed to synthesize it. The reactants are: [CH2:1]([S:3]([N:6]1[CH2:11][CH2:10][CH:9]([C:12]2[C:20]3[C:15](=[C:16]([C:35]([NH2:37])=[O:36])[CH:17]=[C:18]([C:21]4[CH:25]=[C:24]([CH2:26][N:27]5[CH2:31][CH2:30][CH2:29][CH:28]5[CH2:32][CH2:33][CH3:34])[S:23][CH:22]=4)[CH:19]=3)[NH:14][CH:13]=2)[CH2:8][CH2:7]1)(=[O:5])=[O:4])[CH3:2].C(C1CCCN1)CC. (2) Given the product [F:11][C:3]1[CH:4]=[C:5]([N+:8]([O-:10])=[O:9])[CH:6]=[CH:7][C:2]=1[N:18]1[CH:22]=[CH:21][CH:20]=[N:19]1, predict the reactants needed to synthesize it. The reactants are: F[C:2]1[CH:7]=[CH:6][C:5]([N+:8]([O-:10])=[O:9])=[CH:4][C:3]=1[F:11].C([O-])([O-])=O.[K+].[K+].[NH:18]1[CH:22]=[CH:21][CH:20]=[N:19]1. (3) The reactants are: [CH:1]([CH:5]([N:34]([CH3:51])[C:35]([CH:37]([NH:41][C:42](=[O:50])[CH:43]([N:47]([CH3:49])[CH3:48])[CH:44]([CH3:46])[CH3:45])[CH:38]([CH3:40])[CH3:39])=[O:36])[CH:6]([O:32][CH3:33])[CH2:7][C:8]([N:10]1[CH2:14][CH2:13][CH2:12][CH:11]1[CH:15]([S:30][CH3:31])[CH:16]([C:18](=[O:29])[NH:19][CH2:20][CH2:21][C:22]1[CH:27]=[CH:26][CH:25]=[C:24]([OH:28])[CH:23]=1)[CH3:17])=[O:9])([CH2:3][CH3:4])[CH3:2].[CH2:52]([N:54]=[C:55]=[O:56])[CH3:53].C(N(C(C)C)CC)(C)C. Given the product [CH3:49][N:47]([CH3:48])[CH:43]([CH:44]([CH3:46])[CH3:45])[C:42]([NH:41][CH:37]([CH:38]([CH3:39])[CH3:40])[C:35]([N:34]([CH3:51])[CH:5]([CH:1]([CH3:2])[CH2:3][CH3:4])[CH:6]([O:32][CH3:33])[CH2:7][C:8]([N:10]1[CH2:14][CH2:13][CH2:12][CH:11]1[CH:15]([S:30][CH3:31])[CH:16]([CH3:17])[C:18]([NH:19][CH2:20][CH2:21][C:22]1[CH:23]=[C:24]([O:28][C:55](=[O:56])[NH:54][CH2:52][CH3:53])[CH:25]=[CH:26][CH:27]=1)=[O:29])=[O:9])=[O:36])=[O:50], predict the reactants needed to synthesize it. (4) Given the product [Br:1][C:2]1[N:7]=[CH:6][C:5]([O:8][CH2:12][C:13]2[CH:14]=[C:15]([CH:20]=[CH:21][CH:22]=2)[C:16]([O:18][CH3:19])=[O:17])=[CH:4][CH:3]=1, predict the reactants needed to synthesize it. The reactants are: [Br:1][C:2]1[N:7]=[CH:6][C:5]([OH:8])=[CH:4][CH:3]=1.[H-].[Na+].Br[CH2:12][C:13]1[CH:14]=[C:15]([CH:20]=[CH:21][CH:22]=1)[C:16]([O:18][CH3:19])=[O:17]. (5) Given the product [Cl:5][C:4]1[CH:6]([CH:16]2[NH:10][C:11](=[O:12])[NH:13][C:14]2=[O:15])[O:9][C:1](=[O:8])[C:2]=1[Cl:3], predict the reactants needed to synthesize it. The reactants are: [C:1]([OH:9])(=[O:8])/[C:2](=[C:4](\[CH:6]=O)/[Cl:5])/[Cl:3].[NH:10]1[CH2:16][C:14](=[O:15])[NH:13][C:11]1=[O:12].[OH-].[Na+].Cl. (6) Given the product [CH:1]1([N:4]([CH:18]2[CH2:23][CH2:22][N:21]([C:25]3[CH:30]=[N:29][C:28]([CH3:31])=[CH:27][N:26]=3)[CH2:20][CH2:19]2)[C:5](=[O:17])[C:6]2[CH:7]=[CH:8][C:9]([C:12]3[O:16][CH:15]=[N:14][CH:13]=3)=[CH:10][CH:11]=2)[CH2:3][CH2:2]1, predict the reactants needed to synthesize it. The reactants are: [CH:1]1([N:4]([CH:18]2[CH2:23][CH2:22][NH:21][CH2:20][CH2:19]2)[C:5](=[O:17])[C:6]2[CH:11]=[CH:10][C:9]([C:12]3[O:16][CH:15]=[N:14][CH:13]=3)=[CH:8][CH:7]=2)[CH2:3][CH2:2]1.Cl[C:25]1[CH:30]=[N:29][C:28]([CH3:31])=[CH:27][N:26]=1.C(=O)([O-])[O-].[Cs+].[Cs+].C(OCC)(=O)C. (7) Given the product [Cl:13][C:14]1[CH:19]=[C:18]([Cl:20])[CH:17]=[CH:16][C:15]=1[CH2:21][CH2:22][NH:23][C:24]1[N:29]=[C:28]([O:30][CH3:31])[N:27]=[C:26]([C:32]2[CH:33]=[C:34]([C:38]3([C:44]([NH:51][S:48]([CH3:47])(=[O:50])=[O:49])=[O:45])[CH2:43][CH2:42][O:41][CH2:40][CH2:39]3)[CH:35]=[CH:36][CH:37]=2)[CH:25]=1, predict the reactants needed to synthesize it. The reactants are: CCN=C=NCCCN(C)C.Cl.[Cl:13][C:14]1[CH:19]=[C:18]([Cl:20])[CH:17]=[CH:16][C:15]=1[CH2:21][CH2:22][NH:23][C:24]1[N:29]=[C:28]([O:30][CH3:31])[N:27]=[C:26]([C:32]2[CH:33]=[C:34]([C:38]3([C:44](O)=[O:45])[CH2:43][CH2:42][O:41][CH2:40][CH2:39]3)[CH:35]=[CH:36][CH:37]=2)[CH:25]=1.[CH3:47][S:48]([NH2:51])(=[O:50])=[O:49].